From a dataset of TCR-epitope binding with 47,182 pairs between 192 epitopes and 23,139 TCRs. Binary Classification. Given a T-cell receptor sequence (or CDR3 region) and an epitope sequence, predict whether binding occurs between them. (1) The epitope is RLRAEAQVK. The TCR CDR3 sequence is CASREIQGSGANVLTF. Result: 1 (the TCR binds to the epitope). (2) Result: 1 (the TCR binds to the epitope). The TCR CDR3 sequence is CSDFAGGADEAFF. The epitope is KLGGALQAK. (3) The epitope is TLVPQEHYV. The TCR CDR3 sequence is CASSSPGTQYF. Result: 1 (the TCR binds to the epitope). (4) The epitope is KLWAQCVQL. The TCR CDR3 sequence is CASSFGGTGELFF. Result: 0 (the TCR does not bind to the epitope). (5) The epitope is LPAADLDDF. The TCR CDR3 sequence is CASSRTAYNEQFF. Result: 1 (the TCR binds to the epitope). (6) The epitope is LPPAYTNSF. The TCR CDR3 sequence is CASQGRLEPEAFF. Result: 1 (the TCR binds to the epitope). (7) The epitope is RTLNAWVKV. The TCR CDR3 sequence is CASSFYDWNTEAFF. Result: 0 (the TCR does not bind to the epitope).